From a dataset of Reaction yield outcomes from USPTO patents with 853,638 reactions. Predict the reaction yield, written as a fraction of the theoretical maximum amount of product (1.0 means a 100% yield; for example, 0.34 means a 34% yield). (1) The yield is 0.530. The catalyst is C1C=CC([P]([Pd]([P](C2C=CC=CC=2)(C2C=CC=CC=2)C2C=CC=CC=2)([P](C2C=CC=CC=2)(C2C=CC=CC=2)C2C=CC=CC=2)[P](C2C=CC=CC=2)(C2C=CC=CC=2)C2C=CC=CC=2)(C2C=CC=CC=2)C2C=CC=CC=2)=CC=1.C1C=CC=CC=1. The reactants are Br[CH2:2][C:3]1[N:4]=[C:5]([C:12]2[CH:17]=[CH:16][CH:15]=[C:14]([O:18][CH:19]([F:21])[F:20])[CH:13]=2)[C:6]([O:9][CH2:10][CH3:11])=[N:7][CH:8]=1.CC1(C)C(C)(C)OB([C:30]2[CH:31]=[N:32][C:33]([C:36]#[N:37])=[N:34][CH:35]=2)O1.CCO.C(=O)(O)[O-].[Na+]. The product is [F:20][CH:19]([F:21])[O:18][C:14]1[CH:13]=[C:12]([C:5]2[N:4]=[C:3]([CH2:2][C:30]3[CH:31]=[N:32][C:33]([C:36]#[N:37])=[N:34][CH:35]=3)[CH:8]=[N:7][C:6]=2[O:9][CH2:10][CH3:11])[CH:17]=[CH:16][CH:15]=1. (2) The reactants are [C:1]([O:9][CH2:10][CH3:11])(=[O:8])[CH2:2][C:3]([O:5][CH2:6][CH3:7])=[O:4].[C:12](#[N:15])[CH:13]=[CH2:14].Cl. The catalyst is CO.O1CCOCC1. The product is [C:12]([CH2:13][CH2:14][C:2]([CH2:14][CH2:13][C:12]#[N:15])([C:3]([O:5][CH2:6][CH3:7])=[O:4])[C:1]([O:9][CH2:10][CH3:11])=[O:8])#[N:15]. The yield is 0.758.